This data is from Catalyst prediction with 721,799 reactions and 888 catalyst types from USPTO. The task is: Predict which catalyst facilitates the given reaction. (1) Reactant: [H-].[Na+].[N:3]1[CH:8]=[CH:7][CH:6]=[CH:5][C:4]=1[C:9]1[CH:14]=[CH:13][C:12]([C:15]2[C:16](=[O:25])[NH:17][C:18]3([CH2:24][CH2:23][CH2:22][O:21][CH2:20]3)[N:19]=2)=[CH:11][CH:10]=1.Br[CH2:27][C:28]([NH:30][C:31]1[CH:36]=[C:35]([F:37])[CH:34]=[C:33]([F:38])[CH:32]=1)=[O:29]. Product: [F:37][C:35]1[CH:36]=[C:31]([NH:30][C:28](=[O:29])[CH2:27][N:17]2[C:18]3([CH2:24][CH2:23][CH2:22][O:21][CH2:20]3)[N:19]=[C:15]([C:12]3[CH:11]=[CH:10][C:9]([C:4]4[CH:5]=[CH:6][CH:7]=[CH:8][N:3]=4)=[CH:14][CH:13]=3)[C:16]2=[O:25])[CH:32]=[C:33]([F:38])[CH:34]=1. The catalyst class is: 121. (2) Product: [CH3:19][O:18][C:16](=[O:17])[CH2:15][C:12]1[C:11]2[C:20]([C:22](=[O:26])[N:23]([CH3:25])[CH3:24])=[CH:21][C:8]([OH:7])=[CH:9][C:10]=2[S:14][CH:13]=1. Reactant: C([O:7][C:8]1[CH:21]=[C:20]([C:22](=[O:26])[N:23]([CH3:25])[CH3:24])[C:11]2[C:12]([CH2:15][C:16]([O:18][CH3:19])=[O:17])=[CH:13][S:14][C:10]=2[CH:9]=1)(=O)C(C)(C)C.CO.C([O-])([O-])=O.[K+].[K+]. The catalyst class is: 6. (3) Reactant: [Br:1][C:2]1[CH:7]=[CH:6][C:5]([CH:8]([NH:10][CH2:11][CH2:12][C:13]([OH:20])([CH2:17][CH:18]=[CH2:19])[CH:14]([CH3:16])[CH3:15])[CH3:9])=[CH:4][CH:3]=1.Cl[C:22](Cl)([O:24]C(=O)OC(Cl)(Cl)Cl)Cl.O. Product: [CH2:17]([C:13]1([CH:14]([CH3:15])[CH3:16])[O:20][C:22](=[O:24])[N:10]([CH:8]([C:5]2[CH:4]=[CH:3][C:2]([Br:1])=[CH:7][CH:6]=2)[CH3:9])[CH2:11][CH2:12]1)[CH:18]=[CH2:19]. The catalyst class is: 2. (4) Reactant: Br[C:2]1[CH:3]=[C:4]2[CH2:10][CH2:9][N:8]([Si:11]([C:14]([CH3:17])([CH3:16])[CH3:15])([CH3:13])[CH3:12])[C:5]2=[N:6][CH:7]=1.C([Li])CCC.CCCCCC.[CH2:29]([S:31]SCC)[CH3:30]. Product: [C:14]([Si:11]([CH3:13])([CH3:12])[N:8]1[C:5]2=[N:6][CH:7]=[C:2]([S:31][CH2:29][CH3:30])[CH:3]=[C:4]2[CH2:10][CH2:9]1)([CH3:17])([CH3:16])[CH3:15]. The catalyst class is: 7. (5) Reactant: [CH3:1][C:2](=[CH2:14])[CH2:3][N:4]([C:8]1[CH:13]=[CH:12][CH:11]=[CH:10][CH:9]=1)[C:5](=[O:7])[CH3:6].[Cl-].[Cl-].[Cl-].[Al+3].C1(C)C=CC=CC=1.O. Product: [C:5]([N:4]1[C:8]2[C:13](=[CH:12][CH:11]=[CH:10][CH:9]=2)[C:2]([CH3:1])([CH3:14])[CH2:3]1)(=[O:7])[CH3:6]. The catalyst class is: 159. (6) Reactant: [CH3:1][S:2][C:3]1[CH:8]=[C:7]([NH2:9])[N:6]=[C:5]([NH2:10])[CH:4]=1.[C:11]([Si:15]([O:18][CH2:19][CH2:20]I)([CH3:17])[CH3:16])([CH3:14])([CH3:13])[CH3:12].C([O-])([O-])=O.[Cs+].[Cs+]. Product: [C:11]([Si:15]([CH3:17])([CH3:16])[O:18][CH2:19][CH2:20][NH:10][C:5]1[CH:4]=[C:3]([S:2][CH3:1])[CH:8]=[C:7]([NH2:9])[N:6]=1)([CH3:14])([CH3:13])[CH3:12]. The catalyst class is: 10. (7) Reactant: [N-:1]([S:9]([C:12]([F:15])([F:14])[F:13])(=[O:11])=[O:10])[S:2]([C:5]([F:8])([F:7])[F:6])(=[O:4])=[O:3].[Li+].[Br-].[CH2:18]([N+:22]1[CH:26]=[CH:25][N:24]([CH2:27][CH2:28][CH2:29][CH2:30][CH2:31][CH2:32][CH2:33][CH2:34][CH2:35][CH2:36][CH2:37][CH2:38][CH2:39][CH2:40][CH2:41][CH3:42])[CH:23]=1)[CH2:19][CH2:20][CH3:21].ClCCl. Product: [N-:1]([S:2]([C:5]([F:8])([F:6])[F:7])(=[O:4])=[O:3])[S:9]([C:12]([F:15])([F:14])[F:13])(=[O:11])=[O:10].[CH2:18]([N+:22]1[CH:26]=[CH:25][N:24]([CH2:27][CH2:28][CH2:29][CH2:30][CH2:31][CH2:32][CH2:33][CH2:34][CH2:35][CH2:36][CH2:37][CH2:38][CH2:39][CH2:40][CH2:41][CH3:42])[CH:23]=1)[CH2:19][CH2:20][CH3:21]. The catalyst class is: 283.